From a dataset of Catalyst prediction with 721,799 reactions and 888 catalyst types from USPTO. Predict which catalyst facilitates the given reaction. (1) Reactant: [Cl:1][C:2]1[CH:17]=[CH:16][C:5]([C:6]2[C:11]([C:12](=O)[CH3:13])=[CH:10][C:9]([Cl:15])=[CH:8][CH:7]=2)=[CH:4][CH:3]=1.C([O:20][C:21]([C:23]1[CH:46]=[CH:45][C:26]2[N:27]([CH:39]3[CH2:44][CH2:43][CH2:42][CH2:41][CH2:40]3)[C:28]([C:30]3[CH:35]=[CH:34][C:33]([NH2:36])=[C:32]([CH:37]=O)[CH:31]=3)=[N:29][C:25]=2[CH:24]=1)=[O:22])C.[OH-].[K+].Cl. Product: [CH:39]1([N:27]2[C:26]3[CH:45]=[CH:46][C:23]([C:21]([OH:22])=[O:20])=[CH:24][C:25]=3[N:29]=[C:28]2[C:30]2[CH:31]=[C:32]3[C:33](=[CH:34][CH:35]=2)[N:36]=[C:12]([C:11]2[C:6]([C:5]4[CH:16]=[CH:17][C:2]([Cl:1])=[CH:3][CH:4]=4)=[CH:7][CH:8]=[C:9]([Cl:15])[CH:10]=2)[CH:13]=[CH:37]3)[CH2:40][CH2:41][CH2:42][CH2:43][CH2:44]1. The catalyst class is: 8. (2) Reactant: C1CN([P+](ON2N=NC3C=CC=CC2=3)(N2CCCC2)N2CCCC2)CC1.F[P-](F)(F)(F)(F)F.C(N(CC)C(C)C)(C)C.[Cl:43][C:44]1[CH:45]=[CH:46][C:47]2[N:53]3[C:54]([CH:57]([CH3:59])[CH3:58])=[N:55][N:56]=[C:52]3[CH:51]([CH2:60][C:61](O)=[O:62])[O:50][CH:49]([C:64]3[CH:69]=[CH:68][CH:67]=[C:66]([O:70][CH3:71])[C:65]=3[O:72][CH3:73])[C:48]=2[CH:74]=1.[S:75]1[CH2:79][CH2:78][NH:77][CH2:76]1. Product: [Cl:43][C:44]1[CH:45]=[CH:46][C:47]2[N:53]3[C:54]([CH:57]([CH3:58])[CH3:59])=[N:55][N:56]=[C:52]3[CH:51]([CH2:60][C:61](=[O:62])[N:77]3[CH2:78][CH2:79][S:75][CH2:76]3)[O:50][CH:49]([C:64]3[CH:69]=[CH:68][CH:67]=[C:66]([O:70][CH3:71])[C:65]=3[O:72][CH3:73])[C:48]=2[CH:74]=1. The catalyst class is: 7. (3) Reactant: [O:1]=[C:2]1[O:6][CH2:5][C@:4]2([CH2:10][CH2:9][C@H:8]([C:11]3[CH:12]=[C:13]4[C:18](=[CH:19][CH:20]=3)[CH2:17][CH:16]([C:21](OC)=[O:22])[CH2:15][CH2:14]4)[CH2:7]2)[NH:3]1.O1CCCC1.[BH4-].[Li+].[Cl-].[NH4+]. Product: [OH:22][CH2:21][CH:16]1[CH2:15][CH2:14][C:13]2[CH:12]=[C:11]([C@H:8]3[CH2:9][CH2:10][C@@:4]4([NH:3][C:2](=[O:1])[O:6][CH2:5]4)[CH2:7]3)[CH:20]=[CH:19][C:18]=2[CH2:17]1. The catalyst class is: 84.